Task: Predict the reaction yield, written as a fraction of the theoretical maximum amount of product (1.0 means a 100% yield; for example, 0.34 means a 34% yield).. Dataset: Reaction yield outcomes from USPTO patents with 853,638 reactions The reactants are C[N:2]([CH:4]=[C:5]([C:11](=O)[CH3:12])[C:6]([O:8][CH2:9][CH3:10])=[O:7])C.Cl.[Cl:15][C:16]1[C:17]([F:24])=[C:18]([NH:22]N)[CH:19]=[CH:20][CH:21]=1. The catalyst is CCO. The product is [Cl:15][C:16]1[C:17]([F:24])=[C:18]([N:22]2[C:11]([CH3:12])=[C:5]([C:6]([O:8][CH2:9][CH3:10])=[O:7])[CH:4]=[N:2]2)[CH:19]=[CH:20][CH:21]=1. The yield is 0.280.